From a dataset of Reaction yield outcomes from USPTO patents with 853,638 reactions. Predict the reaction yield, written as a fraction of the theoretical maximum amount of product (1.0 means a 100% yield; for example, 0.34 means a 34% yield). The reactants are [OH-].[K+].[Cl:3][C:4]1[CH:5]=[C:6]([C:13]([CH3:20])([CH3:19])[C:14]([O:16]CC)=[O:15])[CH:7]=[CH:8][C:9]=1[N+:10]([O-:12])=[O:11]. The catalyst is CO. The product is [Cl:3][C:4]1[CH:5]=[C:6]([C:13]([CH3:20])([CH3:19])[C:14]([OH:16])=[O:15])[CH:7]=[CH:8][C:9]=1[N+:10]([O-:12])=[O:11]. The yield is 0.950.